Task: Predict the reaction yield, written as a fraction of the theoretical maximum amount of product (1.0 means a 100% yield; for example, 0.34 means a 34% yield).. Dataset: Reaction yield outcomes from USPTO patents with 853,638 reactions The reactants are [Cl:1][C:2]1[C:11]([NH:12][S:13]([C:16]2[CH:21]=[CH:20][CH:19]=[CH:18][C:17]=2[N+:22]([O-])=O)(=[O:15])=[O:14])=[C:10]2[C:5]([C:6]([O:25][CH3:26])=[CH:7][CH:8]=[N:9]2)=[CH:4][CH:3]=1.Cl[Sn]Cl. The catalyst is CCO. The product is [NH2:22][C:17]1[CH:18]=[CH:19][CH:20]=[CH:21][C:16]=1[S:13]([NH:12][C:11]1[C:2]([Cl:1])=[CH:3][CH:4]=[C:5]2[C:10]=1[N:9]=[CH:8][CH:7]=[C:6]2[O:25][CH3:26])(=[O:14])=[O:15]. The yield is 0.920.